Predict the product of the given reaction. From a dataset of Forward reaction prediction with 1.9M reactions from USPTO patents (1976-2016). (1) Given the reactants [Cl:1][C:2]1[CH:7]=[CH:6][C:5]([S:8]([N:11]2[CH:16]3[CH2:17][CH2:18][CH2:19][CH:12]2[CH:13]([CH2:21][CH3:22])[C:14](=[O:20])[CH2:15]3)(=[O:10])=[O:9])=[CH:4][CH:3]=1.CO[CH:25](OC)[N:26]([CH3:28])[CH3:27], predict the reaction product. The product is: [Cl:1][C:2]1[CH:3]=[CH:4][C:5]([S:8]([N:11]2[CH:12]3[CH2:19][CH2:18][CH2:17][CH:16]2[C:15](=[CH:25][N:26]([CH3:28])[CH3:27])[C:14](=[O:20])[CH:13]3[CH2:21][CH3:22])(=[O:9])=[O:10])=[CH:6][CH:7]=1. (2) Given the reactants [NH2:1][CH2:2][C@@H:3]1[C@H:8]([CH3:9])[CH2:7][CH2:6][CH2:5][N:4]1[C:10]([C:12]1[CH:17]=[C:16]([CH3:18])[CH:15]=[CH:14][C:13]=1C1C=NN(C)C=1)=[O:11].CC1C=CC([C:35]2[CH:40]=[CH:39][C:38]([C:41]([F:44])([F:43])[F:42])=[CH:37][N:36]=2)=C(C=1)C(O)=O, predict the reaction product. The product is: [NH2:1][CH2:2][C@@H:3]1[C@H:8]([CH3:9])[CH2:7][CH2:6][CH2:5][N:4]1[C:10]([C:12]1[CH:17]=[C:16]([CH3:18])[CH:15]=[CH:14][C:13]=1[C:35]1[CH:40]=[CH:39][C:38]([C:41]([F:44])([F:43])[F:42])=[CH:37][N:36]=1)=[O:11]. (3) Given the reactants [I:1][C:2]1[CH:7]=[CH:6][CH:5]=[C:4]([N:8]=[C:9]=[S:10])[CH:3]=1.[NH2:11][C:12]1[S:16][C:15]([S:17]([NH2:20])(=[O:19])=[O:18])=[N:14][N:13]=1.C([O-])([O-])=O.[K+].[K+], predict the reaction product. The product is: [I:1][C:2]1[CH:3]=[C:4]([NH:8][C:9](=[S:10])[NH:11][C:12]2[S:16][C:15]([S:17]([NH2:20])(=[O:19])=[O:18])=[N:14][N:13]=2)[CH:5]=[CH:6][CH:7]=1.